From a dataset of Peptide-MHC class I binding affinity with 185,985 pairs from IEDB/IMGT. Regression. Given a peptide amino acid sequence and an MHC pseudo amino acid sequence, predict their binding affinity value. This is MHC class I binding data. (1) The peptide sequence is AYISSEATTFV. The MHC is Patr-A0901 with pseudo-sequence Patr-A0901. The binding affinity (normalized) is 0.824. (2) The peptide sequence is HIGPGRAFY. The MHC is HLA-B08:01 with pseudo-sequence HLA-B08:01. The binding affinity (normalized) is 0.0834. (3) The peptide sequence is YLRQRQAAL. The MHC is HLA-A03:01 with pseudo-sequence HLA-A03:01. The binding affinity (normalized) is 0.0847.